From a dataset of Full USPTO retrosynthesis dataset with 1.9M reactions from patents (1976-2016). Predict the reactants needed to synthesize the given product. (1) Given the product [NH2:7][C:6]1[C:17]2[C:16](=[CH:21][CH:20]=[CH:19][CH:18]=2)[CH2:15][C:14]([CH3:22])([CH3:23])[C:8]=1[C:9]([O:11][CH2:12][CH3:13])=[O:10], predict the reactants needed to synthesize it. The reactants are: OS(O)(=O)=O.[C:6]([CH:8]([C:14]([CH3:23])([CH3:22])[CH2:15][C:16]1[CH:21]=[CH:20][CH:19]=[CH:18][CH:17]=1)[C:9]([O:11][CH2:12][CH3:13])=[O:10])#[N:7]. (2) Given the product [CH3:38][O:39][N:40]([CH3:68])[C:41]([C:43]1[C:48]([N:49]([S:50]([C:53]2[CH:58]=[CH:57][C:56]([Cl:59])=[C:55]([C:60]([F:63])([F:62])[F:61])[CH:54]=2)(=[O:51])=[O:52])[CH2:64][O:65][CH3:66])=[CH:47][CH:46]=[CH:45][N:44]=1)=[O:42], predict the reactants needed to synthesize it. The reactants are: CON(C)C(C1C(NS(C2C=CC(Cl)=C(C(F)(F)F)C=2)(=O)=O)=CC=CN=1)=O.C(=O)([O-])[O-].[K+].[K+].COCCl.[CH3:38][O:39][N:40]([CH3:68])[C:41]([C:43]1[C:48]([N:49]([CH2:64][O:65][CH3:66])[S:50]([C:53]2[CH:58]=[CH:57][C:56]([Cl:59])=[C:55]([C:60]([F:63])([F:62])[F:61])[CH:54]=2)(=[O:52])=[O:51])=[CH:47][C:46](Cl)=[CH:45][N:44]=1)=[O:42]. (3) Given the product [N:10]1([C:2]2[CH:3]=[C:4]([CH:7]=[CH:8][CH:9]=2)[C:5]#[N:6])[CH2:14][CH2:13][CH2:12][CH2:11]1, predict the reactants needed to synthesize it. The reactants are: Cl[C:2]1[CH:3]=[C:4]([CH:7]=[CH:8][CH:9]=1)[C:5]#[N:6].[NH:10]1[CH2:14][CH2:13][CH2:12][CH2:11]1.C([O-])([O-])=O.[Cs+].[Cs+]. (4) Given the product [C:1]([CH:3]=[C:4]([C:15]1[CH:16]=[CH:17][C:18]([O:25][CH3:26])=[C:19]([NH:21][C:22](=[O:24])[CH3:23])[CH:20]=1)[C:5]1[CH:10]=[CH:9][C:8]([O:11][CH3:12])=[C:7]([O:13][CH2:14][CH3:28])[CH:6]=1)#[N:2], predict the reactants needed to synthesize it. The reactants are: [C:1]([CH:3]=[C:4]([C:15]1[CH:16]=[CH:17][C:18]([O:25][CH3:26])=[C:19]([NH:21][C:22](=[O:24])[CH3:23])[CH:20]=1)[C:5]1[CH:10]=[CH:9][C:8]([O:11][CH3:12])=[C:7]([O:13][CH3:14])[CH:6]=1)#[N:2].N[C:28]1C=C(C(C2C=CC(OC)=C(OCC)C=2)=CC#N)C=CC=1OC.C(Cl)(=O)C. (5) Given the product [CH2:1]([N+:3]1[CH:7]=[CH:6][N:5]([CH3:8])[C:4]=1[CH3:9])[CH3:2].[F:10][C:11]1[C:16]([O-:17])=[C:15]([F:18])[C:14]([F:19])=[C:13]([F:20])[C:12]=1[F:21], predict the reactants needed to synthesize it. The reactants are: [CH2:1]([N:3]1[CH2:7][CH2:6][N:5]([CH3:8])[C:4]1=[CH2:9])[CH3:2].[F:10][C:11]1[C:16]([OH:17])=[C:15]([F:18])[C:14]([F:19])=[C:13]([F:20])[C:12]=1[F:21]. (6) Given the product [CH3:1][O:2][C:3](=[O:15])[C:4]1[C:5](=[C:10]([O:14][CH2:25][C:23]2[CH:22]=[CH:21][C:20]3[O:16][CH2:17][O:18][C:19]=3[CH:24]=2)[CH:11]=[CH:12][CH:13]=1)[C:6]([O:8][CH3:9])=[O:7], predict the reactants needed to synthesize it. The reactants are: [CH3:1][O:2][C:3](=[O:15])[C:4]1[C:5](=[C:10]([OH:14])[CH:11]=[CH:12][CH:13]=1)[C:6]([O:8][CH3:9])=[O:7].[O:16]1[C:20]2[CH:21]=[CH:22][C:23]([CH2:25]O)=[CH:24][C:19]=2[O:18][CH2:17]1.C1(P(C2C=CC=CC=2)C2C=CC=CC=2)C=CC=CC=1.N(C(OC(C)C)=O)=NC(OC(C)C)=O. (7) Given the product [CH3:7][C:6]1[CH2:5][CH:2]([C:1]#[N:4])[CH2:3][CH2:9][C:8]=1[CH3:10], predict the reactants needed to synthesize it. The reactants are: [C:1](#[N:4])[CH:2]=[CH2:3].[CH3:5][C:6]([C:8]([CH3:10])=[CH2:9])=[CH2:7]. (8) Given the product [N:34]1([C:32]2[N:33]=[C:28]([C:9]3[C:10]([C:16]([F:19])([F:18])[F:17])=[CH:11][C:12]([NH2:15])=[N:13][CH:14]=3)[CH:29]=[C:30]([N:40]3[CH2:45][CH2:44][O:43][CH2:42][CH2:41]3)[N:31]=2)[CH2:39][CH2:38][O:37][CH2:36][CH2:35]1, predict the reactants needed to synthesize it. The reactants are: C(=O)([O-])[O-].[Cs+].[Cs+].O.Br[C:9]1[C:10]([C:16]([F:19])([F:18])[F:17])=[CH:11][C:12]([NH2:15])=[N:13][CH:14]=1.CC1(C)C(C)(C)OB([C:28]2[N:33]=[C:32]([N:34]3[CH2:39][CH2:38][O:37][CH2:36][CH2:35]3)[N:31]=[C:30]([N:40]3[CH2:45][CH2:44][O:43][CH2:42][CH2:41]3)[CH:29]=2)O1.